Task: Predict the reactants needed to synthesize the given product.. Dataset: Full USPTO retrosynthesis dataset with 1.9M reactions from patents (1976-2016) (1) Given the product [CH3:35][O:34][C:31]1[CH:32]=[CH:33][C:28]([NH:25][C:26]([N:4]2[CH2:5][C:6]3[CH:11]=[CH:10][C:9]([C:12]([O:14][CH:15]([CH3:17])[CH3:16])=[O:13])=[N:8][C:7]=3[O:1][CH2:2][CH2:3]2)=[O:27])=[CH:29][CH:30]=1, predict the reactants needed to synthesize it. The reactants are: [O:1]1[C:7]2[N:8]=[C:9]([C:12]([O:14][CH:15]([CH3:17])[CH3:16])=[O:13])[CH:10]=[CH:11][C:6]=2[CH2:5][NH:4][CH2:3][CH2:2]1.CCN(CC)CC.[N:25]([C:28]1[CH:33]=[CH:32][C:31]([O:34][CH3:35])=[CH:30][CH:29]=1)=[C:26]=[O:27]. (2) Given the product [NH:37]1[C:34]([C@@H:30]2[CH2:31][CH2:32][CH2:33][C@H:28]([NH:27][C:25]3[C:24]([F:36])=[CH:23][N:22]=[C:21]([C:20]4[C:14]5[C:15](=[N:16][CH:17]=[C:12]([Cl:11])[CH:13]=5)[NH:18][CH:19]=4)[N:26]=3)[CH2:29]2)=[N:35][N:39]=[N:38]1, predict the reactants needed to synthesize it. The reactants are: C([Sn](CCCC)=O)CCC.[Cl:11][C:12]1[CH:13]=[C:14]2[C:20]([C:21]3[N:26]=[C:25]([NH:27][C@H:28]4[CH2:33][CH2:32][CH2:31][C@@H:30]([C:34]#[N:35])[CH2:29]4)[C:24]([F:36])=[CH:23][N:22]=3)=[CH:19][NH:18][C:15]2=[N:16][CH:17]=1.[N:37]([Si](C)(C)C)=[N+:38]=[N-:39]. (3) Given the product [F:1][C:2]1[CH:7]=[C:6]([O:8][CH2:9][CH:10]2[CH2:11][CH2:12][N:13]([CH2:16][C:17]([F:20])([CH3:18])[CH3:19])[CH2:14][CH2:15]2)[CH:5]=[CH:4][C:3]=1[C:21]1[CH:22]=[CH:23][C:24]([C:27]([N:53]2[CH2:57][CH2:56][CH2:55][C@H:54]2[C:58]([NH2:60])=[O:59])=[O:28])=[N:25][CH:26]=1, predict the reactants needed to synthesize it. The reactants are: [F:1][C:2]1[CH:7]=[C:6]([O:8][CH2:9][CH:10]2[CH2:15][CH2:14][N:13]([CH2:16][C:17]([F:20])([CH3:19])[CH3:18])[CH2:12][CH2:11]2)[CH:5]=[CH:4][C:3]=1[C:21]1[CH:22]=[CH:23][C:24]([C:27](O)=[O:28])=[N:25][CH:26]=1.C(Cl)CCl.C1C=CC2N(O)N=NC=2C=1.CCN(C(C)C)C(C)C.[NH:53]1[CH2:57][CH2:56][CH2:55][C@H:54]1[C:58]([NH2:60])=[O:59]. (4) Given the product [N:1]1([CH2:12][C:13]([O:15][CH3:16])=[O:14])[C:10]2[C:5](=[CH:6][CH:7]=[CH:8][CH:9]=2)[CH2:4][CH2:3][CH2:2]1, predict the reactants needed to synthesize it. The reactants are: [NH:1]1[C:10]2[C:5](=[CH:6][CH:7]=[CH:8][CH:9]=2)[CH2:4][CH2:3][CH2:2]1.Br[CH2:12][C:13]([O:15][CH3:16])=[O:14].C(=O)([O-])[O-].[K+].[K+].[I-].[K+]. (5) Given the product [NH2:1][C:2]1[N:3]=[C:4]([NH:17][CH:18]2[CH2:23][CH2:22][N:21]([S:30]([C:28]3[S:29][C:25]([Br:24])=[CH:26][CH:27]=3)(=[O:32])=[O:31])[CH2:20][CH2:19]2)[S:5][C:6]=1[C:7]([C:9]1[C:14]([F:15])=[CH:13][CH:12]=[CH:11][C:10]=1[F:16])=[O:8], predict the reactants needed to synthesize it. The reactants are: [NH2:1][C:2]1[N:3]=[C:4]([NH:17][CH:18]2[CH2:23][CH2:22][NH:21][CH2:20][CH2:19]2)[S:5][C:6]=1[C:7]([C:9]1[C:14]([F:15])=[CH:13][CH:12]=[CH:11][C:10]=1[F:16])=[O:8].[Br:24][C:25]1[S:29][C:28]([S:30](Cl)(=[O:32])=[O:31])=[CH:27][CH:26]=1. (6) Given the product [Br:12][CH2:1][C:2]1[C:11]2[C:6](=[CH:7][CH:8]=[CH:9][CH:10]=2)[CH:5]=[CH:4][CH:3]=1, predict the reactants needed to synthesize it. The reactants are: [CH3:1][C:2]1[C:11]2[C:6](=[CH:7][CH:8]=[CH:9][CH:10]=2)[CH:5]=[CH:4][CH:3]=1.[Br:12]N1C(=O)CCC1=O.C(OOC(=O)C1C=CC=CC=1)(=O)C1C=CC=CC=1. (7) Given the product [CH3:1][O:2][C:3]1[CH:17]=[C:16]([CH:15]=[C:5]([C:6]([N:8]2[CH2:9][CH2:10][N:11]([CH3:14])[CH2:12][CH2:13]2)=[O:7])[CH:4]=1)[NH2:18], predict the reactants needed to synthesize it. The reactants are: [CH3:1][O:2][C:3]1[CH:4]=[C:5]([CH:15]=[C:16]([N+:18]([O-])=O)[CH:17]=1)[C:6]([N:8]1[CH2:13][CH2:12][N:11]([CH3:14])[CH2:10][CH2:9]1)=[O:7]. (8) Given the product [CH2:21]([C:15]1[CH:16]=[CH:17][CH:18]=[C:19]([CH3:20])[C:14]=1[CH2:13][NH:12][C:10]1[C:9]2[N:23]=[C:24]([CH3:27])[N:25]([CH3:26])[C:8]=2[CH:7]=[C:6]([C:4]([OH:5])=[O:3])[N:11]=1)[CH3:22], predict the reactants needed to synthesize it. The reactants are: C([O:3][C:4]([C:6]1[N:11]=[C:10]([NH:12][CH2:13][C:14]2[C:19]([CH3:20])=[CH:18][CH:17]=[CH:16][C:15]=2[CH2:21][CH3:22])[C:9]2[N:23]=[C:24]([CH3:27])[N:25]([CH3:26])[C:8]=2[CH:7]=1)=[O:5])C.O1CCOCC1.O.[OH-].[Li+].Cl. (9) The reactants are: Br[C:2]1[CH:11]=[C:10]2[C:5]([C:6](Cl)=[C:7]([N+:12]([O-:14])=[O:13])[CH:8]=[N:9]2)=[CH:4][CH:3]=1.[CH3:16][O:17][C:18]1[CH:23]=[C:22]([C:24]([F:27])([F:26])[F:25])[CH:21]=[CH:20][C:19]=1B(O)O.C(=O)([O-])[O-].[K+].[K+].CCN(C(C)C)C(C)C.[CH2:46]([SH:53])[C:47]1[CH:52]=[CH:51][CH:50]=[CH:49][CH:48]=1. Given the product [CH2:46]([S:53][C:2]1[CH:11]=[C:10]2[C:5]([C:6]([C:19]3[CH:20]=[CH:21][C:22]([C:24]([F:27])([F:26])[F:25])=[CH:23][C:18]=3[O:17][CH3:16])=[C:7]([N+:12]([O-:14])=[O:13])[CH:8]=[N:9]2)=[CH:4][CH:3]=1)[C:47]1[CH:52]=[CH:51][CH:50]=[CH:49][CH:48]=1, predict the reactants needed to synthesize it.